Dataset: Full USPTO retrosynthesis dataset with 1.9M reactions from patents (1976-2016). Task: Predict the reactants needed to synthesize the given product. (1) Given the product [N:42]1[CH:41]=[N:40][N:39]2[C:34]([C:2]3[N:3]=[C:4]([N:23]4[CH2:28][CH2:27][O:26][CH2:25][CH2:24]4)[C:5]4[N:11]=[C:10]([CH2:12][N:13]5[CH2:18][CH2:17][CH:16]([C:19]([OH:22])([CH3:21])[CH3:20])[CH2:15][CH2:14]5)[CH:9]=[CH:8][C:6]=4[N:7]=3)=[CH:35][CH:36]=[CH:37][C:38]=12, predict the reactants needed to synthesize it. The reactants are: Cl[C:2]1[N:3]=[C:4]([N:23]2[CH2:28][CH2:27][O:26][CH2:25][CH2:24]2)[C:5]2[N:11]=[C:10]([CH2:12][N:13]3[CH2:18][CH2:17][CH:16]([C:19]([OH:22])([CH3:21])[CH3:20])[CH2:15][CH2:14]3)[CH:9]=[CH:8][C:6]=2[N:7]=1.C([Sn](CCCC)(CCCC)[C:34]1[N:39]2[N:40]=[CH:41][N:42]=[C:38]2[CH:37]=[CH:36][CH:35]=1)CCC. (2) Given the product [C:15]([O:19][CH2:13][CH2:12][CH2:11][CH2:10][CH2:9][CH2:8][O:1][C:2]1[CH:7]=[CH:6][CH:5]=[CH:4][CH:3]=1)(=[O:18])[CH:16]=[CH2:17], predict the reactants needed to synthesize it. The reactants are: [O:1]([CH2:8][CH2:9][CH2:10][CH2:11][CH2:12][CH2:13]Br)[C:2]1[CH:7]=[CH:6][CH:5]=[CH:4][CH:3]=1.[C:15]([O-:19])(=[O:18])[CH:16]=[CH2:17].[K+].[I-].[K+]. (3) Given the product [CH2:1]([O:8][C:9](=[O:29])[NH:10][CH:11]1[CH2:12][CH2:13][N:14]([S:17]([C:20]2[CH:21]=[CH:22][C:23]([NH2:26])=[CH:24][CH:25]=2)(=[O:19])=[O:18])[CH2:15][CH2:16]1)[C:2]1[CH:3]=[CH:4][CH:5]=[CH:6][CH:7]=1, predict the reactants needed to synthesize it. The reactants are: [CH2:1]([O:8][C:9](=[O:29])[NH:10][CH:11]1[CH2:16][CH2:15][N:14]([S:17]([C:20]2[CH:25]=[CH:24][C:23]([N+:26]([O-])=O)=[CH:22][CH:21]=2)(=[O:19])=[O:18])[CH2:13][CH2:12]1)[C:2]1[CH:7]=[CH:6][CH:5]=[CH:4][CH:3]=1.C(O)C.[Cl-].[NH4+]. (4) Given the product [CH2:1]([N:8]([C:20]1[C:25]([Cl:26])=[CH:24][C:23]([C:27]([F:30])([F:28])[F:29])=[CH:22][N:21]=1)[S:9]([C:12]1[CH:13]=[N:14][C:15]([OH:18])=[CH:16][CH:17]=1)(=[O:10])=[O:11])[C:2]1[CH:7]=[CH:6][CH:5]=[CH:4][CH:3]=1, predict the reactants needed to synthesize it. The reactants are: [CH2:1]([N:8]([C:20]1[C:25]([Cl:26])=[CH:24][C:23]([C:27]([F:30])([F:29])[F:28])=[CH:22][N:21]=1)[S:9]([C:12]1[CH:13]=[N:14][C:15]([O:18]C)=[CH:16][CH:17]=1)(=[O:11])=[O:10])[C:2]1[CH:7]=[CH:6][CH:5]=[CH:4][CH:3]=1.Cl. (5) Given the product [N:1]1[N:2]([C:14]2[CH:23]=[C:22]3[C:17]([CH:18]=[C:19]([C:31]#[C:30][Si:27]([CH3:29])([CH3:28])[CH3:26])[C:20](=[O:24])[O:21]3)=[CH:16][CH:15]=2)[N:3]=[C:4]2[CH:13]=[CH:12][C:11]3[C:6](=[CH:7][CH:8]=[CH:9][CH:10]=3)[C:5]=12, predict the reactants needed to synthesize it. The reactants are: [N:1]1[N:2]([C:14]2[CH:23]=[C:22]3[C:17]([CH:18]=[C:19](Br)[C:20](=[O:24])[O:21]3)=[CH:16][CH:15]=2)[N:3]=[C:4]2[CH:13]=[CH:12][C:11]3[C:6](=[CH:7][CH:8]=[CH:9][CH:10]=3)[C:5]=12.[CH3:26][Si:27]([C:30]#[CH:31])([CH3:29])[CH3:28].C(N(CC)CC)C. (6) Given the product [NH2:11][C:8]1[CH:9]=[CH:10][C:5]([C:4]([NH:3][CH2:1][CH3:2])=[O:16])=[CH:6][C:7]=1[NH:14][CH3:15], predict the reactants needed to synthesize it. The reactants are: [CH2:1]([NH:3][C:4](=[O:16])[C:5]1[CH:10]=[CH:9][C:8]([N+:11]([O-])=O)=[C:7]([NH:14][CH3:15])[CH:6]=1)[CH3:2]. (7) Given the product [Cl:1][C:2]1[CH:3]=[C:4]([NH:9][C:10]2[C:11]3[C:18](=[CH:28][C:23]4[NH:24][C:25]([CH3:27])=[CH:26][C:22]=4[CH3:21])[C:17](=[O:19])[N:16]([CH3:20])[C:12]=3[N:13]=[CH:14][N:15]=2)[CH:5]=[CH:6][C:7]=1[F:8], predict the reactants needed to synthesize it. The reactants are: [Cl:1][C:2]1[CH:3]=[C:4]([NH:9][C:10]2[C:11]3[CH2:18][C:17](=[O:19])[N:16]([CH3:20])[C:12]=3[N:13]=[CH:14][N:15]=2)[CH:5]=[CH:6][C:7]=1[F:8].[CH3:21][C:22]1[CH:26]=[C:25]([CH3:27])[NH:24][C:23]=1[CH:28]=O. (8) Given the product [CH3:14][Si:13]([CH3:16])([CH3:15])[CH2:12][CH2:11][O:10][CH2:9][N:8]([CH2:17][O:18][CH2:19][CH2:20][Si:21]([CH3:24])([CH3:23])[CH3:22])[C:6]1[N:5]2[N:25]=[CH:26][CH:27]=[C:4]2[N:3]=[C:2]([C:36]2[CH2:37][CH:38]3[N:44]([C:45]([O:47][C:48]([CH3:51])([CH3:50])[CH3:49])=[O:46])[CH:42]([CH2:41][O:40][CH2:39]3)[CH:43]=2)[CH:7]=1, predict the reactants needed to synthesize it. The reactants are: Cl[C:2]1[CH:7]=[C:6]([N:8]([CH2:17][O:18][CH2:19][CH2:20][Si:21]([CH3:24])([CH3:23])[CH3:22])[CH2:9][O:10][CH2:11][CH2:12][Si:13]([CH3:16])([CH3:15])[CH3:14])[N:5]2[N:25]=[CH:26][CH:27]=[C:4]2[N:3]=1.CC1(C)C(C)(C)OB([C:36]2[CH2:43][CH:42]3[N:44]([C:45]([O:47][C:48]([CH3:51])([CH3:50])[CH3:49])=[O:46])[CH:38]([CH2:39][O:40][CH2:41]3)[CH:37]=2)O1.B(O)O.C(Cl)Cl.C([O-])([O-])=O.[Na+].[Na+].